Dataset: Forward reaction prediction with 1.9M reactions from USPTO patents (1976-2016). Task: Predict the product of the given reaction. (1) Given the reactants [CH3:1][C:2]1[C:6]2[CH:7]=[C:8]([C:11]([F:14])([F:13])[F:12])[CH:9]=[CH:10][C:5]=2[S:4][C:3]=1[CH:15]([CH2:22][CH2:23][CH2:24][CH3:25])[CH2:16][C:17](OCC)=[O:18].[H-].C([Al+]CC(C)C)C(C)C.O, predict the reaction product. The product is: [CH3:1][C:2]1[C:6]2[CH:7]=[C:8]([C:11]([F:14])([F:12])[F:13])[CH:9]=[CH:10][C:5]=2[S:4][C:3]=1[CH:15]([CH2:22][CH2:23][CH2:24][CH3:25])[CH2:16][CH2:17][OH:18]. (2) Given the reactants [Br:1][C:2]1[N:7]=[CH:6][C:5]([CH:8]=O)=[CH:4][CH:3]=1.[NH:10]1[CH2:15][CH2:14][O:13][CH2:12][CH2:11]1.[BH-](OC(C)=O)(OC(C)=O)OC(C)=O.[Na+].C(O)(=O)C, predict the reaction product. The product is: [Br:1][C:2]1[N:7]=[CH:6][C:5]([CH2:8][N:10]2[CH2:15][CH2:14][O:13][CH2:12][CH2:11]2)=[CH:4][CH:3]=1. (3) Given the reactants [NH2:1][NH:2][C:3]([C:5]1[CH:10]=[CH:9][CH:8]=[CH:7][N:6]=1)=[NH:4].[CH2:11]([O:13][C:14]1[C:15]([OH:22])=[C:16]([CH:19]=[CH:20][CH:21]=1)[CH:17]=O)[CH3:12], predict the reaction product. The product is: [CH2:11]([O:13][C:14]1[C:15]([OH:22])=[C:16]([C:17]2[NH:1][N:2]=[C:3]([C:5]3[CH:10]=[CH:9][CH:8]=[CH:7][N:6]=3)[N:4]=2)[CH:19]=[CH:20][CH:21]=1)[CH3:12]. (4) Given the reactants [F:1][C:2]1[CH:7]=[C:6]([F:8])[CH:5]=[CH:4][C:3]=1[CH2:9][NH:10][C:11]([C:13]1[C:14](=[O:33])[C:15]([OH:32])=[C:16]2[C:29](=[O:30])[N:20]3[C@@H:21]([CH3:28])[CH2:22][CH2:23][N:24]([CH:25]([CH3:27])[CH3:26])[C@@H:19]3[CH2:18][N:17]2[CH:31]=1)=[O:12].N[C@@H:35]([CH3:42])[CH2:36][CH2:37]NC(C)C.[C:43]([OH:46])(=O)[CH3:44].[Cl:47][CH2:48]Cl, predict the reaction product. The product is: [ClH:47].[ClH:47].[NH2:20][C@@H:21]([CH3:28])[CH2:22][CH2:23][NH:24][CH:25]([CH3:27])[CH3:26].[F:1][C:2]1[CH:7]=[C:6]([F:8])[CH:5]=[CH:4][C:3]=1[CH2:9][NH:10][C:11]([C:13]1[C:14](=[O:33])[C:15]([OH:32])=[C:16]2[C:29](=[O:30])[N:20]3[C@@H:21]([CH3:28])[CH2:22][CH2:23][N:24]([CH:25]([CH3:27])[CH3:26])[C@@H:19]3[CH2:18][N:17]2[CH:31]=1)=[O:12].[F:1][C:2]1[CH:7]=[C:6]([F:8])[CH:5]=[CH:4][C:3]=1[CH2:9][NH:10][C:11]([C:13]1[C:14](=[O:33])[C:15]([O:46][CH2:43][C:44]2[CH:42]=[CH:35][CH:36]=[CH:37][CH:48]=2)=[C:16]2[C:29](=[O:30])[N:20]3[C@@H:21]([CH3:28])[CH2:22][CH2:23][N:24]([CH:25]([CH3:26])[CH3:27])[C@@H:19]3[CH2:18][N:17]2[CH:31]=1)=[O:12]. (5) Given the reactants [N:1]1[CH:2]=[CH:3][N:4]2[CH:9]=[C:8]([C:10]3[CH:11]=[N:12][N:13]([CH:15]4[CH2:20][CH2:19][N:18]([C:21]([O:23][C:24]([CH3:27])([CH3:26])[CH3:25])=[O:22])[CH2:17][CH2:16]4)[CH:14]=3)[CH:7]=[CH:6][C:5]=12.[Br:28]N1C(=O)CCC1=O, predict the reaction product. The product is: [Br:28][C:3]1[N:4]2[CH:9]=[C:8]([C:10]3[CH:11]=[N:12][N:13]([CH:15]4[CH2:20][CH2:19][N:18]([C:21]([O:23][C:24]([CH3:27])([CH3:26])[CH3:25])=[O:22])[CH2:17][CH2:16]4)[CH:14]=3)[CH:7]=[CH:6][C:5]2=[N:1][CH:2]=1.